Task: Predict the reactants needed to synthesize the given product.. Dataset: Full USPTO retrosynthesis dataset with 1.9M reactions from patents (1976-2016) (1) Given the product [CH:17]12[CH2:23][CH:21]3[CH2:20][CH:19]([CH2:24][CH:15]([CH2:22]3)[CH:16]1[NH:25][C:26]([N:1]1[CH2:6][CH2:5][C:4]3([C:14]4[C:9](=[CH:10][CH:11]=[CH:12][CH:13]=4)[CH2:8][O:7]3)[CH2:3][CH2:2]1)=[O:27])[CH2:18]2, predict the reactants needed to synthesize it. The reactants are: [NH:1]1[CH2:6][CH2:5][C:4]2([C:14]3[C:9](=[CH:10][CH:11]=[CH:12][CH:13]=3)[CH2:8][O:7]2)[CH2:3][CH2:2]1.[CH:15]12[CH2:24][CH:19]3[CH2:20][CH:21]([CH2:23][CH:17]([CH2:18]3)[CH:16]1[N:25]=[C:26]=[O:27])[CH2:22]2. (2) Given the product [CH3:17][O:20][C:10]1[CH:15]=[CH:14][C:13]([CH2:6][N:7]2[CH:8]=[C:4]([N+:1]([O-:3])=[O:2])[CH:23]=[N:25]2)=[CH:12][CH:11]=1, predict the reactants needed to synthesize it. The reactants are: [N+:1]([C:4]1N=[CH:6][NH:7][CH:8]=1)([O-:3])=[O:2].C(Cl)[C:10]1[CH:15]=[CH:14][CH:13]=[CH:12][CH:11]=1.[C:17](=[O:20])([O-])[O-].[K+].[K+].[C:23](#[N:25])C. (3) Given the product [CH2:7]([N:14]([CH2:15][C:16]([O:18][CH2:19][CH3:20])=[O:17])[C:22](=[O:30])[CH2:23][CH2:24][C:25]([O:27][CH2:28][CH3:29])=[O:26])[C:8]1[CH:13]=[CH:12][CH:11]=[CH:10][CH:9]=1, predict the reactants needed to synthesize it. The reactants are: C(=O)([O-])[O-].[K+].[K+].[CH2:7]([NH:14][CH2:15][C:16]([O:18][CH2:19][CH3:20])=[O:17])[C:8]1[CH:13]=[CH:12][CH:11]=[CH:10][CH:9]=1.Cl[C:22](=[O:30])[CH2:23][CH2:24][C:25]([O:27][CH2:28][CH3:29])=[O:26]. (4) The reactants are: Br[C:2]1[CH:3]=[C:4]([N:8]2[CH2:16][CH:15]3[CH2:17][N:11]4[CH2:12][CH:13]([CH2:18][CH:9]2[CH2:10]4)[CH2:14]3)[CH:5]=[N:6][CH:7]=1.[C:19]1(B(O)O)[CH:24]=[CH:23][CH:22]=[CH:21][CH:20]=1. Given the product [C:19]1([C:2]2[CH:3]=[C:4]([N:8]3[CH2:16][CH:15]4[CH2:17][N:11]5[CH2:12][CH:13]([CH2:18][CH:9]3[CH2:10]5)[CH2:14]4)[CH:5]=[N:6][CH:7]=2)[CH:24]=[CH:23][CH:22]=[CH:21][CH:20]=1, predict the reactants needed to synthesize it.